This data is from Forward reaction prediction with 1.9M reactions from USPTO patents (1976-2016). The task is: Predict the product of the given reaction. (1) Given the reactants Cl.[CH2:2]([CH:6]1[CH2:11][CH2:10][CH2:9][NH:8][CH2:7]1)[CH:3]([CH3:5])[CH3:4].[C:12]([O:16][C:17](=[O:27])[NH:18][C@@H:19]1[CH2:24][CH2:23][CH2:22][CH2:21][C@H:20]1[CH:25]=O)([CH3:15])([CH3:14])[CH3:13].C(O[BH-](OC(=O)C)OC(=O)C)(=O)C.[Na+].[OH-].[Na+], predict the reaction product. The product is: [C:12]([O:16][C:17](=[O:27])[NH:18][C@@H:19]1[CH2:24][CH2:23][CH2:22][CH2:21][C@H:20]1[CH2:25][N:8]1[CH2:9][CH2:10][CH2:11][CH:6]([CH2:2][CH:3]([CH3:5])[CH3:4])[CH2:7]1)([CH3:15])([CH3:13])[CH3:14]. (2) Given the reactants [NH2:1][C@H:2]([CH:21]([CH3:23])[CH3:22])[C:3]([N:5]1[CH2:10][CH2:9][C@@:8]([C:12]2[CH:17]=[CH:16][C:15]([Cl:18])=[CH:14][CH:13]=2)([OH:11])[C:7]([CH3:20])([CH3:19])[CH2:6]1)=[O:4].[CH3:24][O:25][C:26]([C:28]1[CH:33]=[CH:32][CH:31]=[CH:30][C:29]=1[C:34]1[CH:39]=[CH:38][CH:37]=[C:36]([C:40](O)=[O:41])[CH:35]=1)=[O:27].C1C=CC2N(O)N=NC=2C=1.C(Cl)CCl.C(N(CC)CC)C, predict the reaction product. The product is: [Cl:18][C:15]1[CH:14]=[CH:13][C:12]([C@@:8]2([OH:11])[CH2:9][CH2:10][N:5]([C:3](=[O:4])[C@H:2]([NH:1][C:40]([C:36]3[CH:35]=[C:34]([C:29]4[C:28]([C:26]([O:25][CH3:24])=[O:27])=[CH:33][CH:32]=[CH:31][CH:30]=4)[CH:39]=[CH:38][CH:37]=3)=[O:41])[CH:21]([CH3:23])[CH3:22])[CH2:6][C:7]2([CH3:19])[CH3:20])=[CH:17][CH:16]=1. (3) Given the reactants [CH3:1][O:2][C:3](=[O:24])[CH2:4][C:5]1[CH:6]=[C:7]([C:11]2[CH2:16][CH2:15][N:14]([C:17]([O:19][C:20]([CH3:23])([CH3:22])[CH3:21])=[O:18])[CH2:13][CH:12]=2)[CH:8]=[CH:9][CH:10]=1, predict the reaction product. The product is: [CH3:1][O:2][C:3](=[O:24])[CH2:4][C:5]1[CH:6]=[C:7]([CH:11]2[CH2:12][CH2:13][N:14]([C:17]([O:19][C:20]([CH3:22])([CH3:21])[CH3:23])=[O:18])[CH2:15][CH2:16]2)[CH:8]=[CH:9][CH:10]=1.